Dataset: Reaction yield outcomes from USPTO patents with 853,638 reactions. Task: Predict the reaction yield, written as a fraction of the theoretical maximum amount of product (1.0 means a 100% yield; for example, 0.34 means a 34% yield). (1) The reactants are [OH-].[Na+].[OH:3][C:4]1[CH:11]=[C:10]([O:12][CH3:13])[CH:9]=[CH:8][C:5]=1[CH:6]=[O:7].Cl[CH2:15][C:16]([OH:18])=[O:17].Cl. The catalyst is O. The product is [CH:6]([C:5]1[CH:8]=[CH:9][C:10]([O:12][CH3:13])=[CH:11][C:4]=1[O:3][CH2:15][C:16]([OH:18])=[O:17])=[O:7]. The yield is 0.830. (2) The reactants are C[Si](C)(C)N[Si](C)(C)C.[Li].[Cl:11][C:12]1[CH:13]=[C:14]([CH:27]=[CH:28][C:29]=1[Cl:30])[CH2:15][N:16]1[C:21](=[O:22])[CH:20]=[C:19]2[S:23][CH:24]=[CH:25][N:18]2[C:17]1=[O:26].[N:31]([CH2:34][C:35]1[CH:40]=[CH:39][C:38]([O:41][CH3:42])=[CH:37][CH:36]=1)=[C:32]=[O:33].[Cl-].[NH4+]. The catalyst is O1CCCC1.O.CCOC(C)=O. The product is [CH3:42][O:41][C:38]1[CH:39]=[CH:40][C:35]([CH2:34][NH:31][C:32]([C:24]2[S:23][C:19]3[N:18]([C:17](=[O:26])[N:16]([CH2:15][C:14]4[CH:27]=[CH:28][C:29]([Cl:30])=[C:12]([Cl:11])[CH:13]=4)[C:21](=[O:22])[CH:20]=3)[CH:25]=2)=[O:33])=[CH:36][CH:37]=1. The yield is 0.150. (3) The reactants are C([O:3][C:4](=O)[CH:5]([NH2:17])[CH2:6][C:7]1[C:15]2[C:10](=[CH:11][CH:12]=[CH:13][C:14]=2[F:16])[NH:9][N:8]=1)C.[BH4-].[Li+]. The catalyst is C1COCC1.C(O)C. The product is [NH2:17][CH:5]([CH2:6][C:7]1[C:15]2[C:10](=[CH:11][CH:12]=[CH:13][C:14]=2[F:16])[NH:9][N:8]=1)[CH2:4][OH:3]. The yield is 0.550. (4) The reactants are [C:1]([O:5][C:6]([NH:8][C:9]1[CH:17]=[CH:16][C:12]([C:13]([OH:15])=O)=[CH:11][CH:10]=1)=[O:7])([CH3:4])([CH3:3])[CH3:2].[NH:18]1[CH:22]=[CH:21][N:20]=[C:19]1[C:23]1[CH:24]=[CH:25][C:26]([CH3:30])=[C:27]([CH:29]=1)[NH2:28].CN(C(ON1N=NC2C=CC=NC1=2)=[N+](C)C)C.F[P-](F)(F)(F)(F)F.CCN(C(C)C)C(C)C. The catalyst is CN(C=O)C. The product is [C:1]([O:5][C:6](=[O:7])[NH:8][C:9]1[CH:10]=[CH:11][C:12]([C:13](=[O:15])[NH:28][C:27]2[CH:29]=[C:23]([C:19]3[NH:20][CH:21]=[CH:22][N:18]=3)[CH:24]=[CH:25][C:26]=2[CH3:30])=[CH:16][CH:17]=1)([CH3:2])([CH3:3])[CH3:4]. The yield is 0.430. (5) The reactants are Br[C:2]1[CH:11]=[N:10][CH:9]=[C:8]2[C:3]=1[CH:4]=[C:5]([C:12]([NH2:14])=[O:13])[CH:6]=[N:7]2.[F:15][C:16]([F:28])([F:27])[O:17][C:18]1[CH:23]=[CH:22][C:21](B(O)O)=[CH:20][CH:19]=1.C(=O)([O-])[O-].[Cs+].[Cs+]. The catalyst is O1CCOCC1.O.C1(P([C-]2C=CC=C2)C2C=CC=CC=2)C=CC=CC=1.[C-]1(P(C2C=CC=CC=2)C2C=CC=CC=2)C=CC=C1.[Fe+2].[Pd](Cl)Cl. The product is [F:15][C:16]([F:27])([F:28])[O:17][C:18]1[CH:23]=[CH:22][C:21]([C:2]2[CH:11]=[N:10][CH:9]=[C:8]3[C:3]=2[CH:4]=[C:5]([C:12]([NH2:14])=[O:13])[CH:6]=[N:7]3)=[CH:20][CH:19]=1. The yield is 0.470. (6) The reactants are [N+:1]([CH:4]([CH3:6])[CH3:5])([O-:3])=[O:2].[C:7]([O:11][CH3:12])(=[O:10])[CH:8]=[CH2:9].[F-].[K+]. The catalyst is C(O)C. The product is [CH3:5][C:4]([N+:1]([O-:3])=[O:2])([CH3:6])[CH2:9][CH2:8][C:7]([O:11][CH3:12])=[O:10]. The yield is 0.825. (7) The reactants are [NH2:1][C:2]1[CH:3]=[N:4][N:5]([CH3:22])[C:6]=1[N:7]1[CH2:12][CH2:11][N:10](C(OC(C)(C)C)=O)[CH2:9][C@H:8]1[CH2:20][CH3:21].C(OC([NH:30][C:31]1[S:35][C:34]([C:36]2[C:41]([F:42])=[CH:40][CH:39]=[CH:38][C:37]=2[F:43])=[N:33][C:32]=1[C:44](O)=[O:45])=O)(C)(C)C. No catalyst specified. The product is [NH2:30][C:31]1[S:35][C:34]([C:36]2[C:41]([F:42])=[CH:40][CH:39]=[CH:38][C:37]=2[F:43])=[N:33][C:32]=1[C:44]([NH:1][C:2]1[CH:3]=[N:4][N:5]([CH3:22])[C:6]=1[N:7]1[CH2:12][CH2:11][NH:10][CH2:9][C@H:8]1[CH2:20][CH3:21])=[O:45]. The yield is 0.210.